From a dataset of NCI-60 drug combinations with 297,098 pairs across 59 cell lines. Regression. Given two drug SMILES strings and cell line genomic features, predict the synergy score measuring deviation from expected non-interaction effect. (1) Drug 1: CCC1=C2CN3C(=CC4=C(C3=O)COC(=O)C4(CC)O)C2=NC5=C1C=C(C=C5)O. Drug 2: C1CCC(C(C1)N)N.C(=O)(C(=O)[O-])[O-].[Pt+4]. Cell line: BT-549. Synergy scores: CSS=37.3, Synergy_ZIP=-6.20, Synergy_Bliss=-7.45, Synergy_Loewe=-15.1, Synergy_HSA=0.274. (2) Drug 1: CS(=O)(=O)OCCCCOS(=O)(=O)C. Drug 2: C(CN)CNCCSP(=O)(O)O. Cell line: SF-539. Synergy scores: CSS=7.29, Synergy_ZIP=-1.46, Synergy_Bliss=-2.47, Synergy_Loewe=-1.52, Synergy_HSA=-3.46. (3) Drug 1: C1=CC=C(C=C1)NC(=O)CCCCCCC(=O)NO. Drug 2: C1CC(=O)NC(=O)C1N2C(=O)C3=CC=CC=C3C2=O. Cell line: RXF 393. Synergy scores: CSS=3.25, Synergy_ZIP=5.74, Synergy_Bliss=1.86, Synergy_Loewe=-1.45, Synergy_HSA=-0.109. (4) Drug 1: C1C(C(OC1N2C=NC3=C(N=C(N=C32)Cl)N)CO)O. Drug 2: CC1=C(C(=O)C2=C(C1=O)N3CC4C(C3(C2COC(=O)N)OC)N4)N. Cell line: SW-620. Synergy scores: CSS=51.0, Synergy_ZIP=-5.82, Synergy_Bliss=-3.45, Synergy_Loewe=1.52, Synergy_HSA=3.51. (5) Drug 1: CC12CCC3C(C1CCC2=O)CC(=C)C4=CC(=O)C=CC34C. Drug 2: CC1=C(C(CCC1)(C)C)C=CC(=CC=CC(=CC(=O)O)C)C. Cell line: OVCAR3. Synergy scores: CSS=22.2, Synergy_ZIP=2.36, Synergy_Bliss=2.40, Synergy_Loewe=-0.196, Synergy_HSA=-0.568. (6) Drug 2: C#CCC(CC1=CN=C2C(=N1)C(=NC(=N2)N)N)C3=CC=C(C=C3)C(=O)NC(CCC(=O)O)C(=O)O. Synergy scores: CSS=4.00, Synergy_ZIP=0.496, Synergy_Bliss=1.56, Synergy_Loewe=-1.79, Synergy_HSA=-2.11. Cell line: HCC-2998. Drug 1: C1=CC(=CC=C1CC(C(=O)O)N)N(CCCl)CCCl.Cl.